Dataset: Reaction yield outcomes from USPTO patents with 853,638 reactions. Task: Predict the reaction yield, written as a fraction of the theoretical maximum amount of product (1.0 means a 100% yield; for example, 0.34 means a 34% yield). The reactants are [N+:1]([O-:4])(O)=[O:2].[C:5]([NH:8][C:9]1[CH:17]=[CH:16][C:12]([C:13]([OH:15])=[O:14])=[C:11]([OH:18])[CH:10]=1)(=[O:7])[CH3:6]. The catalyst is C(O)(C(F)(F)F)=O. The product is [C:5]([NH:8][C:9]1[C:17]([N+:1]([O-:4])=[O:2])=[CH:16][C:12]([C:13]([OH:15])=[O:14])=[C:11]([OH:18])[CH:10]=1)(=[O:7])[CH3:6]. The yield is 0.280.